From a dataset of Catalyst prediction with 721,799 reactions and 888 catalyst types from USPTO. Predict which catalyst facilitates the given reaction. (1) Reactant: [Cl:1][C:2]1[C:3]([N:9]2[C:13]([C:14]([O:16]C)=[O:15])=[CH:12][C:11]([CH3:18])=[N:10]2)=[N:4][CH:5]=[C:6]([Cl:8])[CH:7]=1.O1CCCC1.[OH-].[Na+]. Product: [Cl:1][C:2]1[C:3]([N:9]2[C:13]([C:14]([OH:16])=[O:15])=[CH:12][C:11]([CH3:18])=[N:10]2)=[N:4][CH:5]=[C:6]([Cl:8])[CH:7]=1. The catalyst class is: 6. (2) Reactant: [C:1]([C@H:5]1[O:10][C@@H:9]([C:11]2[O:15][N:14]=[C:13]([C:16]([OH:18])=O)[C:12]=2[CH3:19])[CH2:8][CH2:7][CH2:6]1)([CH3:4])([CH3:3])[CH3:2].C([C@@H]1O[C@H](C2ON=C(C(O)=O)C=2C)CCC1)(C)(C)C.C(Cl)(=O)C(Cl)=O.CN(C=O)C.[CH:50]1([N:56]2[C:60](=[O:61])[C:59]([NH:62]C(C3C(C)=C(/C=C/C(C)(C)C)ON=3)=O)=[C:58]([CH3:77])[N:57]2[CH3:78])[CH2:55][CH2:54][CH2:53]CC1.C(N(CC)CC)C. Product: [C:1]([CH:5]1[O:10][CH:9]([C:11]2[O:15][N:14]=[C:13]([C:16]([NH:62][C:59]3[C:60](=[O:61])[N:56]([CH:50]4[CH2:53][CH2:54][CH2:55]4)[N:57]([CH3:78])[C:58]=3[CH3:77])=[O:18])[C:12]=2[CH3:19])[CH2:8][CH2:7][CH2:6]1)([CH3:2])([CH3:3])[CH3:4]. The catalyst class is: 34. (3) Reactant: [CH3:1][O:2][CH2:3][C@@H:4]1[N:8]([C:9]([O:11][CH2:12][C:13]2[CH:18]=[CH:17][CH:16]=[CH:15][CH:14]=2)=[O:10])[CH2:7][C@@H:6](S(C2C=CC(C)=CC=2)(=O)=O)[CH2:5]1.C1OCCOCCOCCOCCOCCOC1.[C-:47]#[N:48].[K+]. Product: [CH3:1][O:2][CH2:3][C@H:4]1[N:8]([C:9]([O:11][CH2:12][C:13]2[CH:14]=[CH:15][CH:16]=[CH:17][CH:18]=2)=[O:10])[CH2:7][C@@H:6]([C:47]#[N:48])[CH2:5]1. The catalyst class is: 58.